From a dataset of Ames mutagenicity test results for genotoxicity prediction. Regression/Classification. Given a drug SMILES string, predict its toxicity properties. Task type varies by dataset: regression for continuous values (e.g., LD50, hERG inhibition percentage) or binary classification for toxic/non-toxic outcomes (e.g., AMES mutagenicity, cardiotoxicity, hepatotoxicity). Dataset: ames. (1) The compound is S=C=S. The result is 0 (non-mutagenic). (2) The result is 0 (non-mutagenic). The molecule is Cc1ccc(C(=O)O)cc1.